From a dataset of Forward reaction prediction with 1.9M reactions from USPTO patents (1976-2016). Predict the product of the given reaction. The product is: [Cl:25][C:2]([Cl:1])([C:14]1[CH:15]=[C:16]([O:20][CH3:21])[CH:17]=[C:18]([Cl:26])[CH:19]=1)[C:3]1[CH:4]=[CH:5][N:9]=[CH:7][CH:8]=1. Given the reactants [Cl:1][C:2]([Cl:25])([C:14]1[CH:19]=[CH:18][CH:17]=[C:16]([O:20][C:21](F)(F)F)[CH:15]=1)[C:3]1[CH:8]=[C:7]([N+:9]([O-])=O)C=[C:5](OC)[CH:4]=1.[Cl:26]C1C=C(C(C2C=CN=CC=2)=O)C=C(OC)C=1, predict the reaction product.